From a dataset of Forward reaction prediction with 1.9M reactions from USPTO patents (1976-2016). Predict the product of the given reaction. (1) Given the reactants C([NH:8][C:9]1[C:29]2[CH2:28][CH2:27][CH2:26][C:25]=2[C:12]2[O:13][CH2:14][CH:15]([C:16]3[CH:21]=[CH:20][C:19]([CH:22]([CH3:24])[CH3:23])=[CH:18][CH:17]=3)[C:11]=2[C:10]=1[CH3:30])C1C=CC=CC=1, predict the reaction product. The product is: [CH:22]([C:19]1[CH:18]=[CH:17][C:16]([CH:15]2[CH2:14][O:13][C:12]3[C:25]4[CH2:26][CH2:27][CH2:28][C:29]=4[C:9]([NH2:8])=[C:10]([CH3:30])[C:11]2=3)=[CH:21][CH:20]=1)([CH3:24])[CH3:23]. (2) Given the reactants [C:1]([O:5][C:6]([N:8]1[CH2:12][CH2:11][C@@H:10](O)[CH2:9]1)=[O:7])([CH3:4])([CH3:3])[CH3:2].C1(P(C2C=CC=CC=2)C2C=CC=CC=2)C=CC=CC=1.N(C(OC(C)C)=O)=NC(OC(C)C)=O.COC(=O)/C=C/C1C=CC(O)=CC=1, predict the reaction product. The product is: [C:1]([O:5][C:6]([N:8]1[CH2:12][CH2:11][CH2:10][CH2:9]1)=[O:7])([CH3:4])([CH3:2])[CH3:3].